This data is from Catalyst prediction with 721,799 reactions and 888 catalyst types from USPTO. The task is: Predict which catalyst facilitates the given reaction. (1) Reactant: [NH2:1][C:2]1[CH:7]=[C:6]([O:8][C:9]2[C:14]([F:15])=[CH:13][C:12]([NH:16][C:17]([C:19]3([C:22]([NH:24][C:25]4[CH:30]=[CH:29][C:28]([F:31])=[CH:27][CH:26]=4)=[O:23])[CH2:21][CH2:20]3)=[O:18])=[C:11]([F:32])[CH:10]=2)[CH:5]=[CH:4][N:3]=1.C([N:35]([CH2:38]C)CC)C.ClC([O:43][C:44]1[CH:49]=CC=[CH:46][CH:45]=1)=O.C(=O)([O-])[OH:51].[Na+]. Product: [F:32][C:11]1[CH:10]=[C:9]([O:8][C:6]2[CH:5]=[CH:4][N:3]=[C:2]([NH:1][C:38]([N:35]3[CH2:46][CH2:45][C@@H:44]([OH:43])[CH2:49]3)=[O:51])[CH:7]=2)[C:14]([F:15])=[CH:13][C:12]=1[NH:16][C:17]([C:19]1([C:22]([NH:24][C:25]2[CH:26]=[CH:27][C:28]([F:31])=[CH:29][CH:30]=2)=[O:23])[CH2:21][CH2:20]1)=[O:18]. The catalyst class is: 54. (2) Product: [C:16]([O:15][C:13]([N:1]1[CH2:4][CH:3]([OH:5])[CH2:2]1)=[O:14])([CH3:19])([CH3:18])[CH3:17]. Reactant: [NH:1]1[CH2:4][CH:3]([OH:5])[CH2:2]1.C(N(CC)CC)C.[C:13](O[C:13]([O:15][C:16]([CH3:19])([CH3:18])[CH3:17])=[O:14])([O:15][C:16]([CH3:19])([CH3:18])[CH3:17])=[O:14]. The catalyst class is: 4. (3) Product: [C:25]([C:17]1[CH:16]=[C:15]([C:11]([CH3:14])([CH3:12])[CH3:13])[C:24]2[O:23][CH2:22][CH2:21][N:20]([CH2:8][C:9]#[N:10])[C:19]=2[CH:18]=1)(=[O:27])[CH3:26]. The catalyst class is: 9. Reactant: C(=O)([O-])[O-].[K+].[K+].Br[CH2:8][C:9]#[N:10].[C:11]([C:15]1[C:24]2[O:23][CH2:22][CH2:21][NH:20][C:19]=2[CH:18]=[C:17]([C:25](=[O:27])[CH3:26])[CH:16]=1)([CH3:14])([CH3:13])[CH3:12].C(OCC)(=O)C. (4) Reactant: C(OC([NH:11][C@:12]1([C:19]([O:21][CH2:22][CH3:23])=[O:20])[CH2:17][C:16](=[O:18])[NH:15][C:13]1=[O:14])=O)C1C=CC=CC=1. Product: [NH2:11][C@:12]1([C:19]([O:21][CH2:22][CH3:23])=[O:20])[CH2:17][C:16](=[O:18])[NH:15][C:13]1=[O:14]. The catalyst class is: 29.